This data is from Reaction yield outcomes from USPTO patents with 853,638 reactions. The task is: Predict the reaction yield, written as a fraction of the theoretical maximum amount of product (1.0 means a 100% yield; for example, 0.34 means a 34% yield). (1) The reactants are [CH:1]1([N:6]2[C:10]3=[N:11][CH:12]=[N:13][C:14]([NH2:15])=[C:9]3[C:8]([C:16]3[CH:21]=[CH:20][C:19]([O:22][CH2:23][CH3:24])=[C:18]([O:25]C)[CH:17]=3)=[N:7]2)[CH2:5][CH2:4][CH2:3][CH2:2]1. The catalyst is C(Cl)Cl. The product is [NH2:15][C:14]1[N:13]=[CH:12][N:11]=[C:10]2[N:6]([CH:1]3[CH2:5][CH2:4][CH2:3][CH2:2]3)[N:7]=[C:8]([C:16]3[CH:21]=[CH:20][C:19]([O:22][CH2:23][CH3:24])=[C:18]([OH:25])[CH:17]=3)[C:9]=12. The yield is 0.130. (2) The reactants are [CH2:1]([NH:3][CH2:4][CH2:5][C:6]1[CH:11]=[CH:10][CH:9]=[CH:8][N:7]=1)[CH3:2].[OH:12][C:13]1[CH:18]=[CH:17][C:16]([CH2:19][CH2:20][C:21](O)=[O:22])=[CH:15][CH:14]=1.F[B-](F)(F)F.N1(OC(N(C)C)=[N+](C)C)C2C=CC=CC=2N=N1.C(N(C(C)C)CC)(C)C. The catalyst is CN(C)C=O.CCOC(C)=O. The product is [CH2:1]([N:3]([CH2:4][CH2:5][C:6]1[CH:11]=[CH:10][CH:9]=[CH:8][N:7]=1)[C:21](=[O:22])[CH2:20][CH2:19][C:16]1[CH:17]=[CH:18][C:13]([OH:12])=[CH:14][CH:15]=1)[CH3:2]. The yield is 0.919. (3) The reactants are [F:1][C:2]1[CH:3]=[C:4](N)[CH:5]=[CH:6][C:7]=1[O:8][C:9]1[CH:14]=[CH:13][CH:12]=[CH:11][CH:10]=1.S(=O)(=O)(O)O.N([O-])=O.[Na+].[I-:25].[Na+]. The catalyst is COCCOC.O. The product is [F:1][C:2]1[CH:3]=[C:4]([I:25])[CH:5]=[CH:6][C:7]=1[O:8][C:9]1[CH:14]=[CH:13][CH:12]=[CH:11][CH:10]=1. The yield is 0.970. (4) The reactants are [Br:1][C:2]1[CH:3]=[C:4]2[C:9](=[CH:10][CH:11]=1)[C:8](O)=[CH:7][CH:6]=[CH:5]2.[N:13]1[CH:18]=[CH:17][CH:16]=[CH:15][C:14]=1[CH2:19][OH:20].C1(P(C2C=CC=CC=2)C2C=CC=CC=2)C=CC=CC=1.N(C(OC(C)C)=O)=NC(OC(C)C)=O. No catalyst specified. The product is [Br:1][C:2]1[CH:3]=[C:4]2[C:9](=[CH:10][CH:11]=1)[CH:8]=[C:7]([O:20][CH2:19][C:14]1[CH:15]=[CH:16][CH:17]=[CH:18][N:13]=1)[CH:6]=[CH:5]2. The yield is 1.00.